Dataset: Reaction yield outcomes from USPTO patents with 853,638 reactions. Task: Predict the reaction yield, written as a fraction of the theoretical maximum amount of product (1.0 means a 100% yield; for example, 0.34 means a 34% yield). (1) The reactants are [CH3:1][N:2]([CH3:27])[CH2:3][C:4]([NH:6][C:7]1[CH:12]=[CH:11][C:10]([C@@H:13]2[O:18][CH2:17][CH2:16][N:15]([C@@H](C3C=CC=CC=3)C)[CH2:14]2)=[CH:9][CH:8]=1)=[O:5].C([O-])=O.[NH4+]. The catalyst is O1CCCC1.CO.O.[Pd]. The product is [CH3:1][N:2]([CH3:27])[CH2:3][C:4]([NH:6][C:7]1[CH:8]=[CH:9][C:10]([C@@H:13]2[O:18][CH2:17][CH2:16][NH:15][CH2:14]2)=[CH:11][CH:12]=1)=[O:5]. The yield is 0.960. (2) The reactants are [Li]CCCC.[CH2:6]([N:13]1[CH2:19][CH2:18][CH2:17][O:16][CH2:15][C:14]1=[O:20])[C:7]1[CH:12]=[CH:11][CH:10]=[CH:9][CH:8]=1.[CH2:21]=[O:22]. The catalyst is C1COCC1. The product is [CH2:6]([N:13]1[CH2:19][CH2:18][CH2:17][O:16][CH:15]([CH2:21][OH:22])[C:14]1=[O:20])[C:7]1[CH:8]=[CH:9][CH:10]=[CH:11][CH:12]=1. The yield is 0.419. (3) The reactants are Br[C:2]1[CH:7]=[CH:6][CH:5]=[CH:4][N:3]=1.[CH2:8]([N:12]1[N:16]=[C:15]2[CH:17]=[CH:18][C:19]([F:22])=[C:20]([F:21])[C:14]2=[N:13]1)[CH2:9][C:10]#[CH:11]. No catalyst specified. The product is [F:21][C:20]1[C:14]2[C:15](=[N:16][N:12]([CH2:8][CH2:9][C:10]#[C:11][C:2]3[CH:7]=[CH:6][CH:5]=[CH:4][N:3]=3)[N:13]=2)[CH:17]=[CH:18][C:19]=1[F:22]. The yield is 0.600. (4) The reactants are [N:1]1[C:10]2[C:5](=[CH:6][CH:7]=[CH:8][CH:9]=2)[CH:4]=[CH:3][C:2]=1[CH2:11][O:12][C:13]1[CH:18]=[CH:17][C:16]([CH2:19][C:20]([OH:22])=O)=[CH:15][CH:14]=1.O=S(Cl)[Cl:25]. The product is [N:1]1[C:10]2[C:5](=[CH:6][CH:7]=[CH:8][CH:9]=2)[CH:4]=[CH:3][C:2]=1[CH2:11][O:12][C:13]1[CH:18]=[CH:17][C:16]([CH2:19][C:20]([Cl:25])=[O:22])=[CH:15][CH:14]=1. No catalyst specified. The yield is 0.950.